This data is from Forward reaction prediction with 1.9M reactions from USPTO patents (1976-2016). The task is: Predict the product of the given reaction. (1) Given the reactants [Cl:1][C:2]1[CH:7]=[CH:6][C:5]([CH:8]([C:20]2[CH:25]=[CH:24][CH:23]=[CH:22][CH:21]=2)[NH:9][C:10](=[O:19])[CH2:11][C:12]2[CH:17]=[CH:16][C:15]([OH:18])=[CH:14][CH:13]=2)=[CH:4][CH:3]=1.[H-].[Na+].[CH2:28](Br)[C:29]1[CH:34]=[CH:33][CH:32]=[CH:31][CH:30]=1, predict the reaction product. The product is: [CH2:28]([O:18][C:15]1[CH:16]=[CH:17][C:12]([CH2:11][C:10]([NH:9][CH:8]([C:5]2[CH:6]=[CH:7][C:2]([Cl:1])=[CH:3][CH:4]=2)[C:20]2[CH:21]=[CH:22][CH:23]=[CH:24][CH:25]=2)=[O:19])=[CH:13][CH:14]=1)[C:29]1[CH:34]=[CH:33][CH:32]=[CH:31][CH:30]=1. (2) Given the reactants [N:1]1[CH:6]=[CH:5][CH:4]=[CH:3][C:2]=1[CH2:7][C:8](OCC)=O.Cl.[C:14](OCC)(=O)[CH:15]=[CH2:16].[Li+].C[Si]([N-][Si](C)(C)C)(C)C.Cl.[Br:32][C:33]1[CH:34]=[C:35]([N:39]([CH3:41])N)C=[CH:37][CH:38]=1, predict the reaction product. The product is: [Br:32][C:33]1[CH:38]=[CH:37][C:8]2[C:7]3[CH:2]4[N:1]([CH2:16][CH2:15][C:14]=3[N:39]([CH3:41])[C:35]=2[CH:34]=1)[CH2:6][CH2:5][CH2:4][CH2:3]4. (3) Given the reactants [O:1]([C:13]1[CH:18]=[CH:17][CH:16]=[CH:15][C:14]=1[CH2:19][C:20]1[CH:25]=[CH:24][C:23]([O:26][CH3:27])=[CH:22][CH:21]=1)[C@@H:2]1[O:10][C@H:9]([CH2:11][OH:12])[C@@H:7]([OH:8])[C@H:5]([OH:6])[C@H:3]1[OH:4].[C:28](Cl)(=[O:34])[CH2:29][CH2:30][CH2:31][CH2:32][CH3:33].C(O)(=O)CC(CC(O)=O)(C(O)=O)O, predict the reaction product. The product is: [C:28]([O:12][CH2:11][C@H:9]1[O:10][C@@H:2]([O:1][C:13]2[CH:18]=[CH:17][CH:16]=[CH:15][C:14]=2[CH2:19][C:20]2[CH:21]=[CH:22][C:23]([O:26][CH3:27])=[CH:24][CH:25]=2)[C@H:3]([OH:4])[C@@H:5]([OH:6])[C@@H:7]1[OH:8])(=[O:34])[CH2:29][CH2:30][CH2:31][CH2:32][CH3:33]. (4) Given the reactants [CH2:1]([O:5][C:6]1[C:15]2[C:10](=[CH:11][CH:12]=[C:13]([O:16][CH2:17][CH3:18])[CH:14]=2)[C:9](=[O:19])[N:8]([CH2:20][C:21]([CH3:24])([CH3:23])[CH3:22])[C:7]=1[CH2:25]Cl)[CH2:2][CH2:3][CH3:4].[C:27]1(=[O:37])[NH:31][C:30](=[O:32])[C:29]2=[CH:33][CH:34]=[CH:35][CH:36]=[C:28]12.[K].O, predict the reaction product. The product is: [CH2:1]([O:5][C:6]1[C:15]2[C:10](=[CH:11][CH:12]=[C:13]([O:16][CH2:17][CH3:18])[CH:14]=2)[C:9](=[O:19])[N:8]([CH2:20][C:21]([CH3:24])([CH3:23])[CH3:22])[C:7]=1[CH2:25][N:31]1[C:27](=[O:37])[C:28]2[C:29](=[CH:33][CH:34]=[CH:35][CH:36]=2)[C:30]1=[O:32])[CH2:2][CH2:3][CH3:4].